Dataset: Peptide-MHC class I binding affinity with 185,985 pairs from IEDB/IMGT. Task: Regression. Given a peptide amino acid sequence and an MHC pseudo amino acid sequence, predict their binding affinity value. This is MHC class I binding data. (1) The binding affinity (normalized) is 0.0916. The MHC is HLA-A02:06 with pseudo-sequence HLA-A02:06. The peptide sequence is RLNKRSYLI. (2) The peptide sequence is CGDPSSLDY. The MHC is HLA-A01:01 with pseudo-sequence HLA-A01:01. The binding affinity (normalized) is 0.823. (3) The peptide sequence is TLMAAILAYT. The MHC is HLA-A02:17 with pseudo-sequence HLA-A02:17. The binding affinity (normalized) is 0.102. (4) The peptide sequence is MTAASYARY. The MHC is HLA-A11:01 with pseudo-sequence HLA-A11:01. The binding affinity (normalized) is 0.383.